From a dataset of Reaction yield outcomes from USPTO patents with 853,638 reactions. Predict the reaction yield, written as a fraction of the theoretical maximum amount of product (1.0 means a 100% yield; for example, 0.34 means a 34% yield). The reactants are Cl[C:2]1[N:11]=[CH:10][C:9]2[N:8]([CH2:12][C:13]([NH:15][CH2:16][CH:17]3[CH2:22][CH2:21][O:20][CH2:19][CH2:18]3)=[O:14])[CH2:7][C@@H:6]3[CH2:23][O:24][CH2:25][CH2:26][N:5]3[C:4]=2[N:3]=1.[OH:27][CH2:28][C:29]1[CH:34]=[CH:33][C:32](B(O)O)=[CH:31][CH:30]=1.C(=O)([O-])[O-].[Na+].[Na+]. The catalyst is O1CCOCC1.O.CCOC(C)=O.C1C=CC([P]([Pd]([P](C2C=CC=CC=2)(C2C=CC=CC=2)C2C=CC=CC=2)([P](C2C=CC=CC=2)(C2C=CC=CC=2)C2C=CC=CC=2)[P](C2C=CC=CC=2)(C2C=CC=CC=2)C2C=CC=CC=2)(C2C=CC=CC=2)C2C=CC=CC=2)=CC=1. The product is [OH:27][CH2:28][C:29]1[CH:34]=[CH:33][C:32]([C:2]2[N:11]=[CH:10][C:9]3[N:8]([CH2:12][C:13]([NH:15][CH2:16][CH:17]4[CH2:22][CH2:21][O:20][CH2:19][CH2:18]4)=[O:14])[CH2:7][C@@H:6]4[CH2:23][O:24][CH2:25][CH2:26][N:5]4[C:4]=3[N:3]=2)=[CH:31][CH:30]=1. The yield is 0.320.